Regression. Given a peptide amino acid sequence and an MHC pseudo amino acid sequence, predict their binding affinity value. This is MHC class II binding data. From a dataset of Peptide-MHC class II binding affinity with 134,281 pairs from IEDB. (1) The peptide sequence is TVAAAPQVKYAVFEA. The MHC is HLA-DQA10501-DQB10301 with pseudo-sequence HLA-DQA10501-DQB10301. The binding affinity (normalized) is 0.836. (2) The peptide sequence is QMSIQLINKAVNALI. The MHC is DRB1_1501 with pseudo-sequence DRB1_1501. The binding affinity (normalized) is 0.410. (3) The peptide sequence is GYTPATPAAPAGAEP. The binding affinity (normalized) is 0.244. The MHC is HLA-DQA10102-DQB10602 with pseudo-sequence HLA-DQA10102-DQB10602. (4) The peptide sequence is VNYWFAPGAAAAPLS. The MHC is HLA-DQA10401-DQB10402 with pseudo-sequence HLA-DQA10401-DQB10402. The binding affinity (normalized) is 0.637. (5) The peptide sequence is EKKYFAATYFEPLAA. The MHC is DRB1_0101 with pseudo-sequence DRB1_0101. The binding affinity (normalized) is 0.516. (6) The peptide sequence is FWRGENGRKTRSAYE. The MHC is DRB1_0802 with pseudo-sequence DRB1_0802. The binding affinity (normalized) is 0. (7) The peptide sequence is RQLIKTDISMSMPKF. The MHC is HLA-DPA10301-DPB10402 with pseudo-sequence HLA-DPA10301-DPB10402. The binding affinity (normalized) is 0.507.